From a dataset of Full USPTO retrosynthesis dataset with 1.9M reactions from patents (1976-2016). Predict the reactants needed to synthesize the given product. (1) Given the product [CH3:1][O:2][C:3]1[CH:8]=[CH:7][CH:6]=[CH:5][C:4]=1[N:9]1[C:17](=[O:18])[NH:16][C:15]2[C:10]1=[N:11][C:12]([NH:24][C@H:25]1[CH2:29][CH2:28][NH:27][CH2:26]1)=[N:13][C:14]=2[C:19]([NH2:37])=[O:21], predict the reactants needed to synthesize it. The reactants are: [CH3:1][O:2][C:3]1[CH:8]=[CH:7][CH:6]=[CH:5][C:4]=1[N:9]1[C:17](=[O:18])[NH:16][C:15]2[C:10]1=[N:11][C:12]([NH:24][C@H:25]1[CH2:29][CH2:28][NH:27][CH2:26]1)=[N:13][C:14]=2[C:19]([O:21]CC)=O.C(OC([N:37]1CC[C@H](NC2N=C3C(NC(=O)N3C3C=CC=CC=3OC)=C(C(OCC)=O)N=2)C1)=O)(C)(C)C. (2) Given the product [NH:27]1[C:31]2[CH:32]=[CH:33][CH:34]=[CH:35][C:30]=2[N:29]=[C:28]1[C:36]([C:38]1[CH:43]=[CH:42][C:41]([O:44][C:2]2[C:3]([CH:8]3[CH2:13][CH2:12][N:11]([C:14]([O:16][C:17]([CH3:20])([CH3:19])[CH3:18])=[O:15])[CH2:10][CH2:9]3)=[N:4][CH:5]=[CH:6][N:7]=2)=[CH:40][CH:39]=1)=[O:37], predict the reactants needed to synthesize it. The reactants are: F[C:2]1[C:3]([CH:8]2[CH2:13][CH2:12][N:11]([C:14]([O:16][C:17]([CH3:20])([CH3:19])[CH3:18])=[O:15])[CH2:10][CH2:9]2)=[N:4][CH:5]=[CH:6][N:7]=1.C([O-])([O-])=O.[Cs+].[Cs+].[NH:27]1[C:31]2[CH:32]=[CH:33][CH:34]=[CH:35][C:30]=2[N:29]=[C:28]1[C:36]([C:38]1[CH:43]=[CH:42][C:41]([OH:44])=[CH:40][CH:39]=1)=[O:37].CN1CCCC1=O. (3) The reactants are: COC(N[C@@H](C(C)C)C(N1C[C@@H](C)C[C@H]1C1NC2C3C(C=CC=2N=1)=CC(C1C=C2C(=CC=1)C1NC([C@@H]4C[C@H](COC)CN4C(OC(C)(C)C)=O)=NC=1C=C2)=CC=3)=O)=O.[C:59]([O:63][C:64]([NH:66][C@H:67]([C:121]1[CH:126]=[CH:125][CH:124]=[CH:123][CH:122]=1)[C:68]([N:70]1[CH2:74][C@@H:73]([CH2:75][O:76][CH3:77])[CH2:72][C@H:71]1[C:78]1[NH:82][C:81]2[C:83]3[C:88]([CH:89]=[CH:90][C:80]=2[N:79]=1)=[CH:87][C:86]([C:91]1[CH:92]=[C:93]2[C:118](=[CH:119][CH:120]=1)[C:97]1[NH:98][C:99]([C@@H:101]4[CH2:105][C@H:104]([CH3:106])[CH2:103][N:102]4[C:107](=[O:117])[C@@H:108]([NH:112][C:113](=[O:116])[O:114][CH3:115])[CH:109]([CH3:111])[CH3:110])=[N:100][C:96]=1[CH:95]=[CH:94]2)=[CH:85][CH:84]=3)=[O:69])=[O:65])(C)(C)C.C(OC(N[C@H](C1C=CC=CC=1)C(O)=O)=O)(C)(C)C. Given the product [CH3:59][O:63][C:64]([NH:66][C@H:67]([C:121]1[CH:122]=[CH:123][CH:124]=[CH:125][CH:126]=1)[C:68]([N:70]1[CH2:74][C@@H:73]([CH2:75][O:76][CH3:77])[CH2:72][C@H:71]1[C:78]1[NH:82][C:81]2[C:83]3[C:88]([CH:89]=[CH:90][C:80]=2[N:79]=1)=[CH:87][C:86]([C:91]1[CH:92]=[C:93]2[C:118](=[CH:119][CH:120]=1)[C:97]1[NH:98][C:99]([C@@H:101]4[CH2:105][C@H:104]([CH3:106])[CH2:103][N:102]4[C:107](=[O:117])[C@@H:108]([NH:112][C:113](=[O:116])[O:114][CH3:115])[CH:109]([CH3:111])[CH3:110])=[N:100][C:96]=1[CH:95]=[CH:94]2)=[CH:85][CH:84]=3)=[O:69])=[O:65], predict the reactants needed to synthesize it. (4) Given the product [NH2:1][C:2]1[C:11]2[CH:10]=[CH:9][CH:8]=[C:7]([C:25]3[C:20]([O:19][CH3:18])=[N:21][C:22]([O:29][CH3:30])=[CH:23][CH:24]=3)[C:6]=2[N:5]=[C:4]2[CH2:13][N:14]([CH3:17])[C:15](=[O:16])[C:3]=12, predict the reactants needed to synthesize it. The reactants are: [NH2:1][C:2]1[C:11]2[CH:10]=[CH:9][CH:8]=[C:7](Br)[C:6]=2[N:5]=[C:4]2[CH2:13][N:14]([CH3:17])[C:15](=[O:16])[C:3]=12.[CH3:18][O:19][C:20]1[C:25](B(O)O)=[CH:24][CH:23]=[C:22]([O:29][CH3:30])[N:21]=1. (5) Given the product [CH2:1]([NH:8][CH2:9][C:10]1[O:14][CH:13]=[CH:12][CH:11]=1)[C:2]1[CH:7]=[CH:6][CH:5]=[CH:4][CH:3]=1, predict the reactants needed to synthesize it. The reactants are: [CH2:1]([NH2:8])[C:2]1[CH:7]=[CH:6][CH:5]=[CH:4][CH:3]=1.[CH:9](=O)[C:10]1[O:14][CH:13]=[CH:12][CH:11]=1.C(O)(C)C.